Predict the reaction yield, written as a fraction of the theoretical maximum amount of product (1.0 means a 100% yield; for example, 0.34 means a 34% yield). From a dataset of Reaction yield outcomes from USPTO patents with 853,638 reactions. (1) The reactants are [CH2:1]([N:3]1[C:7]([CH:8]=[CH:9][C:10]2[C:19]([CH3:20])=[N:18][C:17]3[C:12](=[CH:13][CH:14]=[CH:15][CH:16]=3)[N:11]=2)=[N:6][C:5]([N:21]2[CH2:25][CH2:24][CH2:23][CH2:22]2)=[N:4]1)[CH3:2].[H][H]. The catalyst is C(OCC)(=O)C.[Pd]. The product is [CH2:1]([N:3]1[C:7]([CH2:8][CH2:9][C:10]2[C:19]([CH3:20])=[N:18][C:17]3[C:12](=[CH:13][CH:14]=[CH:15][CH:16]=3)[N:11]=2)=[N:6][C:5]([N:21]2[CH2:22][CH2:23][CH2:24][CH2:25]2)=[N:4]1)[CH3:2]. The yield is 0.318. (2) The catalyst is CN(C=O)C.O. The product is [Cl:1][C:2]1[CH:3]=[CH:4][C:5]([CH2:6][N:7]2[C:15]3[C:14](=[O:16])[N:13]([CH2:34][CH2:35][C:36]([O:38][C:39]([CH3:42])([CH3:41])[CH3:40])=[O:37])[C:12](=[O:17])[N:11]([CH3:18])[C:10]=3[N:9]=[C:8]2[O:19][C:20]2[CH:25]=[CH:24][CH:23]=[C:22]([O:26][C:27]([F:30])([F:28])[F:29])[CH:21]=2)=[CH:31][CH:32]=1. The yield is 0.410. The reactants are [Cl:1][C:2]1[CH:32]=[CH:31][C:5]([CH2:6][N:7]2[C:15]3[C:14](=[O:16])[NH:13][C:12](=[O:17])[N:11]([CH3:18])[C:10]=3[N:9]=[C:8]2[O:19][C:20]2[CH:25]=[CH:24][CH:23]=[C:22]([O:26][C:27]([F:30])([F:29])[F:28])[CH:21]=2)=[CH:4][CH:3]=1.Br[CH2:34][CH2:35][C:36]([O:38][C:39]([CH3:42])([CH3:41])[CH3:40])=[O:37].C(=O)([O-])[O-].[K+].[K+].